From a dataset of Forward reaction prediction with 1.9M reactions from USPTO patents (1976-2016). Predict the product of the given reaction. (1) Given the reactants [C:1]([O:8][CH2:9][CH3:10])(=[O:7])[C:2]([O:4]CC)=O.[CH2:11]([Mg]Br)[CH3:12].C(=O)=O.CC(C)=O, predict the reaction product. The product is: [O:4]=[C:2]([CH2:11][CH3:12])[C:1]([O:8][CH2:9][CH3:10])=[O:7]. (2) Given the reactants [CH3:1][C:2]1[O:3][C:4]2[C:5]([N:14]=1)=[N:6][C:7]1[CH:8]=[CH:9][CH:10]=[CH:11][C:12]=1[CH:13]=2.[S:15]([C:20]1[CH:26]=[CH:25][C:23]([CH3:24])=[CH:22][CH:21]=1)([O:18][CH3:19])(=[O:17])=[O:16], predict the reaction product. The product is: [S:15]([C:20]1[CH:26]=[CH:25][C:23]([CH3:24])=[CH:22][CH:21]=1)([O-:18])(=[O:17])=[O:16].[CH3:1][CH:2]1[NH+:14]=[C:5]2[N:6]([CH3:19])[C:7]3[CH:8]=[CH:9][CH:10]=[CH:11][C:12]=3[CH:13]=[C:4]2[O:3]1. (3) Given the reactants S(Cl)([Cl:3])=O.[S:5]1[C:9]([C:10](O)=[O:11])=[CH:8][C:7]2[CH:13]=[CH:14][CH:15]=[CH:16][C:6]1=2, predict the reaction product. The product is: [S:5]1[C:9]([C:10]([Cl:3])=[O:11])=[CH:8][C:7]2[CH:13]=[CH:14][CH:15]=[CH:16][C:6]1=2. (4) The product is: [CH3:1][C:2]1[C:7]([CH2:8][S:9][C:10]2[NH:11][C:12]3[CH:13]=[CH:14][CH:15]=[CH:16][C:17]=3[N:18]=2)=[N:6][CH:5]=[CH:4][C:3]=1[O:20][CH2:21][C:22]([F:23])([F:25])[F:24]. Given the reactants [CH3:1][C:2]1[C:3]([O:20][CH2:21][C:22]([F:25])([F:24])[F:23])=[CH:4][CH:5]=[N:6][C:7]=1[CH2:8][S+:9]([O-])[C:10]1[NH:11][C:12]2[CH:13]=[CH:14][CH:15]=[CH:16][C:17]=2[N:18]=1, predict the reaction product.